Dataset: Catalyst prediction with 721,799 reactions and 888 catalyst types from USPTO. Task: Predict which catalyst facilitates the given reaction. (1) Reactant: [N:1]([C:4]1[N:9]=[CH:8][N:7]=[C:6]([O:10][C:11]2[CH:16]=[CH:15][C:14]([NH:17][C:18]([NH:20][C:21]3[CH:26]=[CH:25][C:24]([CH2:27][N:28]4[CH2:33][CH2:32][N:31]([CH:34]([CH3:36])[CH3:35])[CH2:30][CH2:29]4)=[C:23]([C:37]([F:40])([F:39])[F:38])[CH:22]=3)=[O:19])=[CH:13][CH:12]=2)[CH:5]=1)=[N+]=[N-].C(Cl)Cl.CO. Product: [NH2:1][C:4]1[N:9]=[CH:8][N:7]=[C:6]([O:10][C:11]2[CH:12]=[CH:13][C:14]([NH:17][C:18]([NH:20][C:21]3[CH:26]=[CH:25][C:24]([CH2:27][N:28]4[CH2:29][CH2:30][N:31]([CH:34]([CH3:36])[CH3:35])[CH2:32][CH2:33]4)=[C:23]([C:37]([F:40])([F:39])[F:38])[CH:22]=3)=[O:19])=[CH:15][CH:16]=2)[CH:5]=1. The catalyst class is: 123. (2) Reactant: [NH2:1][C:2]1[C:3]([C:25](OCC)=[O:26])=[N:4][C:5]([NH:17][C:18]2[CH:23]=[CH:22][C:21]([OH:24])=[CH:20][CH:19]=2)=[N:6][C:7]=1[NH:8][C:9]1[CH:14]=[CH:13][CH:12]=[CH:11][C:10]=1[O:15][CH3:16].OC1C=CC([NH:37]C2N=C(C(OCC)=O)C([N+]([O-])=O)=C(NC3C=CC=CC=3OC)N=2)=CC=1.[CH2:61]([OH:63])C. Product: [OH:24][C:21]1[CH:22]=[CH:23][C:18]([NH:17][C:5]2[N:6]=[C:7]3[C:2]([NH:1][C:61](=[O:63])[N:8]3[C:9]3[CH:14]=[CH:13][CH:12]=[CH:11][C:10]=3[O:15][CH3:16])=[C:3]([C:25]([NH2:37])=[O:26])[N:4]=2)=[CH:19][CH:20]=1. The catalyst class is: 45. (3) Reactant: Cl.[Cl:2][C:3]1[CH:8]=[CH:7][CH:6]=[C:5]([Cl:9])[C:4]=1[C:10]1[CH:14]=[C:13]([C:15]2[CH:20]=[C:19]([NH2:21])[CH:18]=[CH:17][N:16]=2)[O:12][N:11]=1.[CH2:22]([NH:25][C:26](=[O:38])[O:27][C:28]1[C:33]([CH3:34])=[CH:32][C:31]([CH:35]=O)=[CH:30][C:29]=1[CH3:37])[CH2:23][CH3:24].C(O[BH-](OC(=O)C)OC(=O)C)(=O)C.[Na+].C(O)(=O)C. Product: [CH2:22]([NH:25][C:26](=[O:38])[O:27][C:28]1[C:29]([CH3:37])=[CH:30][C:31]([CH2:35][NH:21][C:19]2[CH:18]=[CH:17][N:16]=[C:15]([C:13]3[O:12][N:11]=[C:10]([C:4]4[C:3]([Cl:2])=[CH:8][CH:7]=[CH:6][C:5]=4[Cl:9])[CH:14]=3)[CH:20]=2)=[CH:32][C:33]=1[CH3:34])[CH2:23][CH3:24]. The catalyst class is: 26. (4) The catalyst class is: 21. Reactant: [Br:1][C:2]1[CH:3]=[C:4]([CH:7]=[C:8]([O:11][CH3:12])[C:9]=1[OH:10])[CH:5]=[O:6].[C:13]([O-])([O-])=O.[K+].[K+].IC. Product: [Br:1][C:2]1[CH:3]=[C:4]([CH:7]=[C:8]([O:11][CH3:12])[C:9]=1[O:10][CH3:13])[CH:5]=[O:6]. (5) Reactant: Cl.Cl.Cl.[NH:4]([C:6]1[CH:11]=[C:10]([C:12]2[CH:17]=[CH:16][CH:15]=[CH:14][CH:13]=2)[N:9]=[C:8]([CH3:18])[N:7]=1)[NH2:5].C(N(C(C)C)CC)(C)C.[CH3:28][C:29]([C:31]1[CH:36]=[CH:35][C:34]([N:37]([CH3:39])[CH3:38])=[CH:33][CH:32]=1)=O. Product: [CH3:38][N:37]([CH3:39])[C:34]1[CH:35]=[CH:36][C:31]([C:29](=[N:5][NH:4][C:6]2[CH:11]=[C:10]([C:12]3[CH:17]=[CH:16][CH:15]=[CH:14][CH:13]=3)[N:9]=[C:8]([CH3:18])[N:7]=2)[CH3:28])=[CH:32][CH:33]=1. The catalyst class is: 8. (6) Reactant: [F:1][C:2]1[CH:7]=[C:6]([F:8])[CH:5]=[CH:4][C:3]=1[C@@H:9]1[CH2:13][NH:12][CH2:11][C@H:10]1[C:14]([O:16][CH3:17])=[O:15].S(C1C=CC(C)=CC=1)(O[CH2:22][CH3:23])(=O)=O.C(=O)([O-])[O-].[K+].[K+]. Product: [F:1][C:2]1[CH:7]=[C:6]([F:8])[CH:5]=[CH:4][C:3]=1[C@@H:9]1[CH2:13][N:12]([CH2:22][CH3:23])[CH2:11][C@H:10]1[C:14]([O:16][CH3:17])=[O:15]. The catalyst class is: 10. (7) Reactant: [Cl-].O[NH3+:3].[C:4](=[O:7])([O-])[OH:5].[Na+].CS(C)=O.[CH2:13]([O:15][C:16]1[CH:21]=[CH:20][C:19]([N:22]2[C:27](=[O:28])[C:26]([CH2:29][C:30]3[CH:35]=[CH:34][C:33]([C:36]4[C:37]([C:42]#[N:43])=[CH:38][CH:39]=[CH:40][CH:41]=4)=[CH:32][CH:31]=3)=[C:25]([CH2:44][CH2:45][CH3:46])[N:24]=[C:23]2[CH3:47])=[CH:18][C:17]=1[F:48])[CH3:14]. Product: [CH2:13]([O:15][C:16]1[CH:21]=[CH:20][C:19]([N:22]2[C:27](=[O:28])[C:26]([CH2:29][C:30]3[CH:35]=[CH:34][C:33]([C:36]4[CH:41]=[CH:40][CH:39]=[CH:38][C:37]=4[C:42]4[NH:3][C:4](=[O:7])[O:5][N:43]=4)=[CH:32][CH:31]=3)=[C:25]([CH2:44][CH2:45][CH3:46])[N:24]=[C:23]2[CH3:47])=[CH:18][C:17]=1[F:48])[CH3:14]. The catalyst class is: 69.